Task: Predict which catalyst facilitates the given reaction.. Dataset: Catalyst prediction with 721,799 reactions and 888 catalyst types from USPTO (1) Reactant: [F:1][C:2]([F:7])([F:6])[C:3]([OH:5])=[O:4].F[C:9](F)(F)[C:10](O)=[O:11].[NH2:15][CH2:16][C:17]1[CH:18]=[C:19]([C:36]2[C:37]([CH3:42])=[N:38][O:39][C:40]=2[CH3:41])[C:20]2[O:25][CH2:24][C@H:23]([C:26]3[CH:31]=[CH:30][CH:29]=[CH:28][N:27]=3)[N:22]3[C:32](=[O:35])[NH:33][C:34]=1[C:21]=23.C(N(CC)C(C)C)(C)C.C(Cl)(=O)C. Product: [F:1][C:2]([F:7])([F:6])[C:3]([OH:5])=[O:4].[CH3:42][C:37]1[C:36]([C:19]2[C:20]3[O:25][CH2:24][C@H:23]([C:26]4[CH:31]=[CH:30][CH:29]=[CH:28][N:27]=4)[N:22]4[C:32](=[O:35])[NH:33][C:34]([C:21]=34)=[C:17]([CH2:16][NH:15][C:10](=[O:11])[CH3:9])[CH:18]=2)=[C:40]([CH3:41])[O:39][N:38]=1. The catalyst class is: 2. (2) Reactant: [CH:1]1([CH:6]=[CH:7][C:8]2[CH:17]=[CH:16][C:11]([C:12]([O:14]C)=[O:13])=[C:10]([F:18])[CH:9]=2)[CH2:5][CH2:4][CH2:3][CH2:2]1.[Li+].[OH-]. Product: [CH:1]1([CH:6]=[CH:7][C:8]2[CH:17]=[CH:16][C:11]([C:12]([OH:14])=[O:13])=[C:10]([F:18])[CH:9]=2)[CH2:5][CH2:4][CH2:3][CH2:2]1. The catalyst class is: 5. (3) Reactant: [S:1]1[CH:5]=[CH:4][CH:3]=[C:2]1[CH2:6][CH2:7][CH2:8][C:9]([OH:11])=O.C(OC(=O)C)(=O)C.P(=O)(O)(O)O. Product: [CH2:7]1[CH2:8][C:9](=[O:11])[C:3]2[CH:4]=[CH:5][S:1][C:2]=2[CH2:6]1. The catalyst class is: 6. (4) Reactant: COC(=O)[NH:4][C:5]1[CH:10]=[CH:9][C:8]([F:11])=[C:7]([C:12]([C:14]2[C:22]3[C:17](=[N:18][CH:19]=[C:20]([Br:23])[CH:21]=3)[NH:16][CH:15]=2)=[O:13])[C:6]=1[F:24].C(#N)C.C[Si](I)(C)C. Product: [NH2:4][C:5]1[C:6]([F:24])=[C:7]([C:12]([C:14]2[C:22]3[C:17](=[N:18][CH:19]=[C:20]([Br:23])[CH:21]=3)[NH:16][CH:15]=2)=[O:13])[C:8]([F:11])=[CH:9][CH:10]=1. The catalyst class is: 13.